This data is from Ames mutagenicity test results for genotoxicity prediction. The task is: Regression/Classification. Given a drug SMILES string, predict its toxicity properties. Task type varies by dataset: regression for continuous values (e.g., LD50, hERG inhibition percentage) or binary classification for toxic/non-toxic outcomes (e.g., AMES mutagenicity, cardiotoxicity, hepatotoxicity). Dataset: ames. (1) The result is 0 (non-mutagenic). The compound is CC(=O)OC1C(O)C2OC3CC(C)C(=O)C(=O)C3(CO)C1(C)C21CO1. (2) The drug is CCOC(=O)N(CCO)N=O. The result is 1 (mutagenic). (3) The compound is CC(C)(C)S(=O)(=O)CC(Cc1ccccc1)C(=O)NC(Cc1c[nH]cn1)C(=O)NC(CC1CCCCC1)C(O)C(O)C1CC1. The result is 0 (non-mutagenic). (4) The compound is Cc1cc(N=Nc2ccccc2C)ccc1N. The result is 1 (mutagenic). (5) The result is 1 (mutagenic). The drug is C=C(C)[C@H]1C=C2C(COC(=O)CCCCCCCCCCCCCCCCC)=CC=C2C(C)=CC1.